Dataset: Reaction yield outcomes from USPTO patents with 853,638 reactions. Task: Predict the reaction yield, written as a fraction of the theoretical maximum amount of product (1.0 means a 100% yield; for example, 0.34 means a 34% yield). (1) The reactants are [C:1]1([CH2:7][CH2:8][CH2:9][CH2:10][C:11](Cl)=[O:12])[CH:6]=[CH:5][CH:4]=[CH:3][CH:2]=1.[O:14]1[CH2:18][CH2:17][O:16][CH:15]1[C:19]1[CH:20]=[C:21]([NH2:25])[CH:22]=[CH:23][CH:24]=1.C(N(CC)CC)C. The catalyst is C1COCC1. The product is [O:14]1[CH2:18][CH2:17][O:16][CH:15]1[C:19]1[CH:20]=[C:21]([NH:25][C:11](=[O:12])[CH2:10][CH2:9][CH2:8][CH2:7][C:1]2[CH:6]=[CH:5][CH:4]=[CH:3][CH:2]=2)[CH:22]=[CH:23][CH:24]=1. The yield is 0.923. (2) The reactants are Cl[CH2:2][C@@H:3]1[O:12][CH2:11][C@@H:6]2[CH2:7][O:8][CH2:9][CH2:10][N:5]2[CH2:4]1.[C:13]([O-:16])(=[O:15])[CH3:14].[K+]. The catalyst is CN(C=O)C. The product is [C:13]([O:16][CH2:2][CH:3]1[O:12][CH2:11][CH:6]2[CH2:7][O:8][CH2:9][CH2:10][N:5]2[CH2:4]1)(=[O:15])[CH3:14]. The yield is 0.420. (3) The product is [NH2:11][C@H:12]([C:30]1[CH:31]=[CH:32][CH:33]=[CH:34][CH:35]=1)[C:13]([NH:15][C@H:16]([C:23]([O:25][C:26]([CH3:27])([CH3:28])[CH3:29])=[O:24])[CH2:17][O:18][C:19]([CH3:20])([CH3:21])[CH3:22])=[O:14]. The catalyst is CCO.[Pd]. The yield is 0.980. The reactants are C(OC([NH:11][C@H:12]([C:30]1[CH:35]=[CH:34][CH:33]=[CH:32][CH:31]=1)[C:13]([NH:15][C@H:16]([C:23]([O:25][C:26]([CH3:29])([CH3:28])[CH3:27])=[O:24])[CH2:17][O:18][C:19]([CH3:22])([CH3:21])[CH3:20])=[O:14])=O)C1C=CC=CC=1. (4) The reactants are [F:1][C:2]([F:25])([F:24])[C:3]1[CH:4]=[C:5]([NH:13][C:14](=[O:23])[C:15]2[CH:20]=[C:19]([I:21])[CH:18]=[CH:17][C:16]=2[OH:22])[CH:6]=[C:7]([C:9]([F:12])([F:11])[F:10])[CH:8]=1.[CH3:26][O:27][CH2:28]Cl.C(=O)([O-])[O-].[K+].[K+].Cl. The catalyst is CC(C)=O. The product is [F:25][C:2]([F:1])([F:24])[C:3]1[CH:4]=[C:5]([NH:13][C:14](=[O:23])[C:15]2[CH:20]=[C:19]([I:21])[CH:18]=[CH:17][C:16]=2[O:22][CH2:26][O:27][CH3:28])[CH:6]=[C:7]([C:9]([F:10])([F:11])[F:12])[CH:8]=1. The yield is 0.763. (5) The reactants are Br[C:2]1[CH:3]=[C:4]([CH:6]=[C:7]([C:9]([F:12])([F:11])[F:10])[CH:8]=1)[NH2:5].CC1C=CC=CC=1P(C1C=CC=CC=1C)C1C=CC=C(C)C=1.[CH:35]([N:37]1[C:45](=[O:46])[C:44]2[C:39](=[CH:40][CH:41]=[CH:42][CH:43]=2)[C:38]1=[O:47])=[CH2:36]. The catalyst is CC([O-])=O.CC([O-])=O.[Pd+2].C(#N)C. The product is [NH2:5][C:4]1[CH:3]=[C:2](/[CH:36]=[CH:35]/[N:37]2[C:38](=[O:47])[C:39]3[C:44](=[CH:43][CH:42]=[CH:41][CH:40]=3)[C:45]2=[O:46])[CH:8]=[C:7]([C:9]([F:12])([F:11])[F:10])[CH:6]=1. The yield is 0.620. (6) The reactants are BrCCBr.II.[Mg].[CH2:8]([N:15]1[CH2:20][CH2:19][CH:18](Br)[CH2:17][CH2:16]1)[C:9]1[CH:14]=[CH:13]C=CC=1.C[C:23]1[S:27][C:26]([CH:28]=O)=[CH:25][CH:24]=1.[Cl-].[NH4+].ClC(OC(Cl)C)=[O:34].C(N(CC)CC)C.C1(C(Cl)=O)CC1. The catalyst is C1COCC1.C(Cl)Cl.CCOC(C)=O. The product is [CH:9]1([C:8]([N:15]2[CH2:16][CH2:17][CH:18]([C:23]3[S:27][C:26]([CH3:28])=[CH:25][CH:24]=3)[CH2:19][CH2:20]2)=[O:34])[CH2:14][CH2:13]1. The yield is 0.110.